This data is from Forward reaction prediction with 1.9M reactions from USPTO patents (1976-2016). The task is: Predict the product of the given reaction. (1) Given the reactants N1C2C(=CC=CC=2)C=CC=1.[Br:11][C:12]1[C:16]2[S:17][C:18](C(O)=O)=[C:19]([CH2:20][CH2:21][CH2:22][CH2:23][CH2:24][CH2:25][CH2:26][CH2:27][CH2:28][CH2:29][CH2:30][CH2:31][CH3:32])[C:15]=2[S:14][CH:13]=1, predict the reaction product. The product is: [Br:11][C:12]1[C:16]2[S:17][CH:18]=[C:19]([CH2:20][CH2:21][CH2:22][CH2:23][CH2:24][CH2:25][CH2:26][CH2:27][CH2:28][CH2:29][CH2:30][CH2:31][CH3:32])[C:15]=2[S:14][CH:13]=1. (2) Given the reactants [CH:1]1([C:4]2[C:12]([NH:13][S:14]([CH3:17])(=[O:16])=[O:15])=[CH:11][C:10]3[C:6](=[C:7]([C:32]([NH:34][CH3:35])=[O:33])[N:8]([C:18]4[CH:23]=[CH:22][C:21]([O:24][C:25]5[CH:30]=[CH:29][C:28]([F:31])=[CH:27][CH:26]=5)=[CH:20][CH:19]=4)[N:9]=3)[CH:5]=2)[CH2:3][CH2:2]1.C(=O)([O-])[O-].[K+].[K+].Br[CH2:43][CH2:44][OH:45], predict the reaction product. The product is: [CH:1]1([C:4]2[C:12]([N:13]([CH2:43][CH2:44][OH:45])[S:14]([CH3:17])(=[O:16])=[O:15])=[CH:11][C:10]3[C:6](=[C:7]([C:32]([NH:34][CH3:35])=[O:33])[N:8]([C:18]4[CH:19]=[CH:20][C:21]([O:24][C:25]5[CH:26]=[CH:27][C:28]([F:31])=[CH:29][CH:30]=5)=[CH:22][CH:23]=4)[N:9]=3)[CH:5]=2)[CH2:2][CH2:3]1. (3) Given the reactants [C:1]([C:3]1[CH:4]=[C:5]([C:8]23[CH2:16][N:15]([C:17]4[N:22]=[CH:21][C:20]([F:23])=[CH:19][N:18]=4)[CH2:14][CH:13]2[CH2:12][S:11][C:10]([NH:24]C(=O)C2C=CC=CC=2)=[N:9]3)[S:6][CH:7]=1)#[N:2].N1C=CC=CC=1.Cl.CON, predict the reaction product. The product is: [NH2:24][C:10]1[S:11][CH2:12][C@@H:13]2[CH2:14][N:15]([C:17]3[N:22]=[CH:21][C:20]([F:23])=[CH:19][N:18]=3)[CH2:16][C@:8]2([C:5]2[S:6][CH:7]=[C:3]([C:1]#[N:2])[CH:4]=2)[N:9]=1. (4) Given the reactants [CH2:1]([N:5]1[C:13]2[N:12]=[C:11]([Cl:14])[NH:10][C:9]=2[C:8](=[O:15])[N:7]([CH2:16][CH2:17][CH2:18][CH2:19][C:20]([OH:22])=O)[C:6]1=[O:23])[CH2:2][CH2:3][CH3:4].O[NH:25][C:26]([C:28]1[CH:33]=[CH:32][C:31]([OH:34])=[CH:30][CH:29]=1)=[NH:27], predict the reaction product. The product is: [CH2:1]([N:5]1[C:13]2[N:12]=[C:11]([Cl:14])[NH:10][C:9]=2[C:8](=[O:15])[N:7]([CH2:16][CH2:17][CH2:18][CH2:19][C:20]2[O:22][N:27]=[C:26]([C:28]3[CH:33]=[CH:32][C:31]([OH:34])=[CH:30][CH:29]=3)[N:25]=2)[C:6]1=[O:23])[CH2:2][CH2:3][CH3:4]. (5) Given the reactants Br[C:2]1[CH:3]=[CH:4][C:5]2[NH:10][C:9](=[O:11])[O:8][C:7]([CH3:13])([CH3:12])[C:6]=2[CH:14]=1.[C:15]([O:19][CH3:20])(=[O:18])[CH:16]=[CH2:17].C1(CNCC2CCCCC2)CCCCC1, predict the reaction product. The product is: [CH3:12][C:7]1([CH3:13])[C:6]2[CH:14]=[C:2](/[CH:17]=[CH:16]/[C:15]([O:19][CH3:20])=[O:18])[CH:3]=[CH:4][C:5]=2[NH:10][C:9](=[O:11])[O:8]1. (6) Given the reactants CN(C)C=O.[CH2:6]([O:10][C:11]1[CH:16]=[C:15](Cl)[N:14]=[CH:13][N:12]=1)[C:7]#[C:8][CH3:9].C(=O)([O-])[O-].[K+].[K+].[CH3:24][C:25]1([CH3:30])[CH2:29][CH2:28][NH:27][CH2:26]1, predict the reaction product. The product is: [CH2:6]([O:10][C:11]1[CH:16]=[C:15]([N:27]2[CH2:28][CH2:29][C:25]([CH3:30])([CH3:24])[CH2:26]2)[N:14]=[CH:13][N:12]=1)[C:7]#[C:8][CH3:9]. (7) Given the reactants C[O:2][C:3](=[O:37])[C:4]1[CH:9]=[C:8]([CH3:10])[C:7]([O:11][CH2:12][CH:13]([C:20]2[N:21]([C:29]3[CH:34]=[CH:33][C:32]([Cl:35])=[CH:31][CH:30]=3)[N:22]=[C:23]3[C:28]=2[CH2:27][CH2:26][CH2:25][CH2:24]3)[CH:14]2[CH2:19][CH2:18][CH2:17][CH2:16][CH2:15]2)=[C:6]([CH3:36])[CH:5]=1.[OH-].[Li+], predict the reaction product. The product is: [Cl:35][C:32]1[CH:31]=[CH:30][C:29]([N:21]2[C:20]([CH:13]([CH:14]3[CH2:19][CH2:18][CH2:17][CH2:16][CH2:15]3)[CH2:12][O:11][C:7]3[C:8]([CH3:10])=[CH:9][C:4]([C:3]([OH:37])=[O:2])=[CH:5][C:6]=3[CH3:36])=[C:28]3[C:23]([CH2:24][CH2:25][CH2:26][CH2:27]3)=[N:22]2)=[CH:34][CH:33]=1.